This data is from Full USPTO retrosynthesis dataset with 1.9M reactions from patents (1976-2016). The task is: Predict the reactants needed to synthesize the given product. (1) Given the product [F:16][C:15]([Si:2]([O:9][CH2:10][CH3:11])([O:6][CH2:7][CH3:8])[O:3][CH2:4][CH3:5])=[C:12]([F:14])[F:13], predict the reactants needed to synthesize it. The reactants are: Cl[Si:2]([O:9][CH2:10][CH3:11])([O:6][CH2:7][CH3:8])[O:3][CH2:4][CH3:5].[C:12](=[C:15]([Li])[F:16])([F:14])[F:13]. (2) Given the product [F:1][C:2]1[CH:3]=[C:4]([CH:8]=[C:9]([N+:11]([O-:13])=[O:12])[CH:10]=1)[C:5]([O:7][CH2:15][CH:14]=[CH2:19])=[O:6], predict the reactants needed to synthesize it. The reactants are: [F:1][C:2]1[CH:3]=[C:4]([CH:8]=[C:9]([N+:11]([O-:13])=[O:12])[CH:10]=1)[C:5]([OH:7])=[O:6].[C:14]1(C)[C:15](S(O)(=O)=O)=CC=C[CH:19]=1.C(O)C=C. (3) Given the product [N:1]1[N:2]=[C:3]([C:10]2[CH:19]=[CH:18][C:17]3[C:12](=[C:13]([O:20][C@H:21]4[CH2:26][CH2:25][N:24]([C:27]([O:29][C:30]([CH3:31])([CH3:33])[CH3:32])=[O:28])[C@H:23]([C:34](=[O:36])[N:56]([O:57][CH3:37])[CH3:51])[CH2:22]4)[CH:14]=[CH:15][CH:16]=3)[N:11]=2)[N:4]2[CH:9]=[CH:8][CH:7]=[CH:6][C:5]=12, predict the reactants needed to synthesize it. The reactants are: [N:1]1[N:2]=[C:3]([C:10]2[CH:19]=[CH:18][C:17]3[C:12](=[C:13]([O:20][C@H:21]4[CH2:26][CH2:25][N:24]([C:27]([O:29][C:30]([CH3:33])([CH3:32])[CH3:31])=[O:28])[C@H:23]([C:34]([OH:36])=O)[CH2:22]4)[CH:14]=[CH:15][CH:16]=3)[N:11]=2)[N:4]2[CH:9]=[CH:8][CH:7]=[CH:6][C:5]=12.[CH3:37]CN=C=NCCCN(C)C.C1C=C[C:51]2[N:56]([OH:57])N=NC=2C=1.C(N(CC)CC)C.Cl.CN(C)O.